This data is from Cav3 T-type calcium channel HTS with 100,875 compounds. The task is: Binary Classification. Given a drug SMILES string, predict its activity (active/inactive) in a high-throughput screening assay against a specified biological target. (1) The drug is N1(CCC(N(c2nc(nc3c2cccc3)c2ccccc2)C)CC1)C. The result is 0 (inactive). (2) The drug is Clc1ccc(n2nc(cc2C(=O)NC(C)C)c2occc2)cc1. The result is 0 (inactive).